From a dataset of Full USPTO retrosynthesis dataset with 1.9M reactions from patents (1976-2016). Predict the reactants needed to synthesize the given product. (1) Given the product [F:24][C:25]([F:30])([F:29])[C:26]([OH:28])=[O:27].[C:31]1([C@H:37]2[C@@H:41]([C:42]3[CH:47]=[CH:46][CH:45]=[CH:44][CH:43]=3)[NH:40][C:39]([CH:48]([C:50]3[CH:51]=[CH:52][CH:53]=[CH:54][CH:55]=3)[OH:49])=[N:38]2)[CH:36]=[CH:35][CH:34]=[CH:33][CH:32]=1, predict the reactants needed to synthesize it. The reactants are: C[Al](C)C.COC(=O)C(O[Si](C(C)(C)C)(C)C)C1C=CC=CC=1.[F:24][C:25]([F:30])([F:29])[C:26]([OH:28])=[O:27].[C:31]1([CH:37]2[CH:41]([C:42]3[CH:47]=[CH:46][CH:45]=[CH:44][CH:43]=3)[NH:40][C:39]([CH:48]([C:50]3[CH:55]=[CH:54][CH:53]=[CH:52][CH:51]=3)[OH:49])=[N:38]2)[CH:36]=[CH:35][CH:34]=[CH:33][CH:32]=1. (2) Given the product [CH2:1]([O:8][C:9]1[CH:18]=[C:17]2[C:12]([CH2:13][CH2:14][C:15](=[O:19])[N:16]2[CH2:23][CH2:24][CH2:25][O:26][CH3:27])=[CH:11][CH:10]=1)[C:2]1[CH:3]=[CH:4][CH:5]=[CH:6][CH:7]=1, predict the reactants needed to synthesize it. The reactants are: [CH2:1]([O:8][C:9]1[CH:18]=[C:17]2[C:12]([CH2:13][CH2:14][C:15](=[O:19])[NH:16]2)=[CH:11][CH:10]=1)[C:2]1[CH:7]=[CH:6][CH:5]=[CH:4][CH:3]=1.[H-].[Na+].Br[CH2:23][CH2:24][CH2:25][O:26][CH3:27]. (3) Given the product [C:10]([O:9][C:7]([N:4]1[CH2:5][CH2:6][CH:2]([NH:1][CH:15]([CH3:17])[CH3:14])[CH2:3]1)=[O:8])([CH3:13])([CH3:12])[CH3:11], predict the reactants needed to synthesize it. The reactants are: [NH2:1][C@@H:2]1[CH2:6][CH2:5][N:4]([C:7]([O:9][C:10]([CH3:13])([CH3:12])[CH3:11])=[O:8])[CH2:3]1.[CH3:14][C:15]([CH3:17])=O.C([BH3-])#N.[Na+].C(O)(=O)C. (4) Given the product [CH3:1][C:2]1([CH3:19])[CH:11]=[C:10]([C:12]2[S:13][C:14]([CH3:17])=[CH:15][CH:16]=2)[C:9]2[C:4](=[CH:5][CH:6]=[C:7]([CH:28]=[O:29])[CH:8]=2)[O:3]1, predict the reactants needed to synthesize it. The reactants are: [CH3:1][C:2]1([CH3:19])[CH:11]=[C:10]([C:12]2[S:13][C:14]([CH3:17])=[CH:15][CH:16]=2)[C:9]2[C:4](=[CH:5][CH:6]=[C:7](Br)[CH:8]=2)[O:3]1.[Li]C(C)(C)C.CN([CH:28]=[O:29])C. (5) Given the product [F:3][C:4]1[CH:5]=[CH:6][C:7]([O:14][CH:15]2[CH2:16][CH2:17][N:18]([C:21]([C@@H:22]([NH:23][C:24]([C:26]3[C:35]([OH:36])=[N:34][C:33]4[C:28](=[CH:29][CH:30]=[CH:31][CH:32]=4)[N:27]=3)=[O:25])[CH:37]([CH3:39])[CH3:38])=[O:40])[CH2:19][CH2:20]2)=[C:8]([CH2:9][OH:10])[CH:13]=1, predict the reactants needed to synthesize it. The reactants are: [OH-].[Na+].[F:3][C:4]1[CH:5]=[CH:6][C:7]([O:14][CH:15]2[CH2:20][CH2:19][N:18]([C:21](=[O:40])[C@H:22]([CH:37]([CH3:39])[CH3:38])[NH:23][C:24]([C:26]3[C:35]([OH:36])=[N:34][C:33]4[C:28](=[CH:29][CH:30]=[CH:31][CH:32]=4)[N:27]=3)=[O:25])[CH2:17][CH2:16]2)=[C:8]([CH:13]=1)[C:9](OC)=[O:10].Cl. (6) Given the product [NH2:20][C@H:18]([C:4]1[N:3]([C:28]2[CH:29]=[CH:30][CH:31]=[CH:32][CH:33]=2)[C:2](=[O:1])[C:7]2=[C:8]([S:11][C:12]3[CH:17]=[CH:16][CH:15]=[CH:14][CH:13]=3)[CH:9]=[CH:10][N:6]2[N:5]=1)[CH3:19], predict the reactants needed to synthesize it. The reactants are: [O:1]=[C:2]1[C:7]2=[C:8]([S:11][C:12]3[CH:17]=[CH:16][CH:15]=[CH:14][CH:13]=3)[CH:9]=[CH:10][N:6]2[N:5]=[C:4]([C@@H:18]([NH:20]C(=O)OC(C)(C)C)[CH3:19])[N:3]1[C:28]1[CH:33]=[CH:32][CH:31]=[CH:30][CH:29]=1.FC(F)(F)C(O)=O. (7) Given the product [N:18]1([CH2:23][CH2:24][NH:25][C:26]([C:28]2[CH:32]=[C:31]([CH3:33])[NH:30][C:29]=2[CH:34]=[C:10]2[C:9]3[C:13](=[CH:14][CH:15]=[CH:16][C:8]=3[C:4]3[CH:5]=[CH:6][CH:7]=[C:2]([Cl:1])[CH:3]=3)[NH:12][C:11]2=[O:17])=[O:27])[CH:22]=[CH:21][N:20]=[N:19]1, predict the reactants needed to synthesize it. The reactants are: [Cl:1][C:2]1[CH:3]=[C:4]([C:8]2[CH:16]=[CH:15][CH:14]=[C:13]3[C:9]=2[CH2:10][C:11](=[O:17])[NH:12]3)[CH:5]=[CH:6][CH:7]=1.[N:18]1([CH2:23][CH2:24][NH:25][C:26]([C:28]2[CH:32]=[C:31]([CH3:33])[NH:30][C:29]=2[CH:34]=O)=[O:27])[CH:22]=[CH:21][N:20]=[N:19]1.